From a dataset of Full USPTO retrosynthesis dataset with 1.9M reactions from patents (1976-2016). Predict the reactants needed to synthesize the given product. (1) The reactants are: [C:1]1([C:7]2[N:8]=[C:9]([CH:12]=O)[S:10][CH:11]=2)[CH:6]=[CH:5][CH:4]=[CH:3][CH:2]=1.[NH2:14][C:15]1[CH:34]=[CH:33][C:18]([CH2:19][O:20][C:21]2[CH:26]=[CH:25][C:24]([CH2:27][CH2:28][C:29]([O:31]C)=[O:30])=[CH:23][CH:22]=2)=[CH:17][CH:16]=1.C(O[BH-](OC(=O)C)OC(=O)C)(=O)C.[Na+].[C:49]1([CH2:55][CH:56]=O)[CH:54]=[CH:53][CH:52]=[CH:51][CH:50]=1.[OH-].[Na+].C(O)(=O)CC(CC(O)=O)(C(O)=O)O. Given the product [C:49]1([CH2:55][CH2:56][N:14]([CH2:12][C:9]2[S:10][CH:11]=[C:7]([C:1]3[CH:2]=[CH:3][CH:4]=[CH:5][CH:6]=3)[N:8]=2)[C:15]2[CH:34]=[CH:33][C:18]([CH2:19][O:20][C:21]3[CH:26]=[CH:25][C:24]([CH2:27][CH2:28][C:29]([OH:31])=[O:30])=[CH:23][CH:22]=3)=[CH:17][CH:16]=2)[CH:54]=[CH:53][CH:52]=[CH:51][CH:50]=1, predict the reactants needed to synthesize it. (2) Given the product [CH:30]1([CH2:29][O:28][C:22]2[CH:23]=[C:24]([F:27])[CH:25]=[CH:26][C:21]=2[C:20]2[C:15]3[NH:14][C:13]([CH3:33])=[C:12]([C:10]([NH:9][C@H:6]4[CH2:7][CH2:8][C@@H:3]([NH:2][C:34](=[O:37])[CH2:35][CH3:36])[CH2:4][CH2:5]4)=[O:11])[C:16]=3[N:17]=[CH:18][N:19]=2)[CH2:31][CH2:32]1, predict the reactants needed to synthesize it. The reactants are: Cl.[NH2:2][C@@H:3]1[CH2:8][CH2:7][C@H:6]([NH:9][C:10]([C:12]2[C:16]3[N:17]=[CH:18][N:19]=[C:20]([C:21]4[CH:26]=[CH:25][C:24]([F:27])=[CH:23][C:22]=4[O:28][CH2:29][CH:30]4[CH2:32][CH2:31]4)[C:15]=3[NH:14][C:13]=2[CH3:33])=[O:11])[CH2:5][CH2:4]1.[C:34](Cl)(=[O:37])[CH2:35][CH3:36]. (3) The reactants are: [C:1]([N:4]([C:8]1[C:9]([CH3:15])=[N:10][CH:11]=[CH:12][C:13]=1[Br:14])C(=O)C)(=[O:3])[CH3:2].[OH-].[Na+].Cl. Given the product [Br:14][C:13]1[CH:12]=[CH:11][N:10]=[C:9]([CH3:15])[C:8]=1[NH:4][C:1](=[O:3])[CH3:2], predict the reactants needed to synthesize it. (4) Given the product [Cl:45][C:27]1[CH:28]=[C:29]2[NH:34][C:33]([O:35][C@H:36]3[CH2:41][O:40][C@H:39]([CH2:42][OH:43])[C@@H:38]([OH:44])[CH2:37]3)=[N:32][C:30]2=[N:31][C:26]=1[C:23]1[CH:24]=[CH:25][C:20]([B:10]2[O:11][C:12]([CH3:17])([CH3:18])[C:13]([CH3:15])([CH3:16])[O:14]2)=[CH:21][CH:22]=1, predict the reactants needed to synthesize it. The reactants are: [B:10]1([B:10]2[O:14][C:13]([CH3:16])([CH3:15])[C:12]([CH3:18])([CH3:17])[O:11]2)[O:14][C:13]([CH3:16])([CH3:15])[C:12]([CH3:18])([CH3:17])[O:11]1.Br[C:20]1[CH:25]=[CH:24][C:23]([C:26]2[N:31]=[C:30]3[N:32]=[C:33]([O:35][C@H:36]4[CH2:41][O:40][C@H:39]([CH2:42][OH:43])[C@@H:38]([OH:44])[CH2:37]4)[NH:34][C:29]3=[CH:28][C:27]=2[Cl:45])=[CH:22][CH:21]=1.C([O-])(=O)C.[K+].